From a dataset of Reaction yield outcomes from USPTO patents with 853,638 reactions. Predict the reaction yield, written as a fraction of the theoretical maximum amount of product (1.0 means a 100% yield; for example, 0.34 means a 34% yield). (1) The reactants are [Br:1][C:2]1[CH:31]=[CH:30][C:5]([O:6][C:7]([CH3:29])([CH3:28])[C:8]([NH:10][C:11]2[CH:16]=[CH:15][C:14]([CH:17]([CH:21](C(O)=O)[C:22]([OH:24])=[O:23])[C:18]#[C:19][CH3:20])=[CH:13][CH:12]=2)=[O:9])=[C:4]([Cl:32])[CH:3]=1. The catalyst is O1CCOCC1. The product is [Br:1][C:2]1[CH:31]=[CH:30][C:5]([O:6][C:7]([CH3:28])([CH3:29])[C:8]([NH:10][C:11]2[CH:12]=[CH:13][C:14]([CH:17]([C:18]#[C:19][CH3:20])[CH2:21][C:22]([OH:24])=[O:23])=[CH:15][CH:16]=2)=[O:9])=[C:4]([Cl:32])[CH:3]=1. The yield is 0.540. (2) The reactants are [CH:1]([C:4]1[CH:12]=[CH:11][C:7]([C:8]([OH:10])=[O:9])=[CH:6][CH:5]=1)([CH3:3])[CH3:2].[OH-].[K+].[Mn]([O-])(=O)(=O)=[O:16].[K+].C(O)CO. The catalyst is O. The product is [OH:16][C:1]([C:4]1[CH:12]=[CH:11][C:7]([C:8]([OH:10])=[O:9])=[CH:6][CH:5]=1)([CH3:3])[CH3:2]. The yield is 0.930. (3) The reactants are C[O:2][P:3]([C:6]1[CH:11]=[CH:10][CH:9]=[CH:8][CH:7]=1)[O:4][CH3:5].[C:12]([C:16]1[CH:17]=[C:18]([CH:21]=[C:22]([C:25]([CH3:28])([CH3:27])[CH3:26])[C:23]=1[OH:24])[CH2:19]Cl)([CH3:15])([CH3:14])[CH3:13]. No catalyst specified. The product is [CH3:5][O:4][P:3]([CH2:19][C:18]1[CH:17]=[C:16]([C:12]([CH3:13])([CH3:15])[CH3:14])[C:23]([OH:24])=[C:22]([C:25]([CH3:28])([CH3:27])[CH3:26])[CH:21]=1)([C:6]1[CH:11]=[CH:10][CH:9]=[CH:8][CH:7]=1)=[O:2]. The yield is 0.830.